This data is from Catalyst prediction with 721,799 reactions and 888 catalyst types from USPTO. The task is: Predict which catalyst facilitates the given reaction. (1) Reactant: [CH3:1][C:2]([C@H:4]1[C@@H:8]2[C@@H:9]3[C@@:22]([CH3:25])([CH2:23][CH2:24][C@@:7]2([CH:31]=[O:32])[CH2:6][CH2:5]1)[C@@:21]1([CH3:26])[C@@H:12]([C@:13]2([CH3:30])[C@@H:18]([CH2:19][CH2:20]1)[C:17]([CH3:28])([CH3:27])[C@@H:16]([OH:29])[CH2:15][CH2:14]2)[CH2:11][CH2:10]3)=[CH2:3].[O-:33]Cl=O.[Na+].OP([O-])(O)=O.[K+]. Product: [CH3:3][C:2]([C@H:4]1[C@@H:8]2[C@@H:9]3[C@@:22]([CH3:25])([CH2:23][CH2:24][C@@:7]2([C:31]([OH:33])=[O:32])[CH2:6][CH2:5]1)[C@@:21]1([CH3:26])[C@@H:12]([C@:13]2([CH3:30])[C@@H:18]([CH2:19][CH2:20]1)[C:17]([CH3:28])([CH3:27])[C@@H:16]([OH:29])[CH2:15][CH2:14]2)[CH2:11][CH2:10]3)=[CH2:1]. The catalyst class is: 2. (2) Reactant: [NH2:1][CH:2]([C:7]1[CH:12]=[C:11]([Cl:13])[CH:10]=[CH:9][C:8]=1[N+:14]([O-:16])=[O:15])[CH2:3][C:4]([OH:6])=[O:5].[F:17][C:18]([F:33])([F:32])[C:19]1[CH:20]=[C:21]([CH:25]=[C:26]([C:28]([F:31])([F:30])[F:29])[CH:27]=1)[C:22](Cl)=[O:23].Cl. Product: [F:17][C:18]([F:32])([F:33])[C:19]1[CH:20]=[C:21]([CH:25]=[C:26]([C:28]([F:31])([F:29])[F:30])[CH:27]=1)[C:22]([NH:1][CH:2]([C:7]1[CH:12]=[C:11]([Cl:13])[CH:10]=[CH:9][C:8]=1[N+:14]([O-:16])=[O:15])[CH2:3][C:4]([OH:6])=[O:5])=[O:23]. The catalyst class is: 74. (3) Reactant: CC([CH:5]1[CH2:11][N:10](C([O-])=O)[CH2:9][C:8]2[CH:15]=[C:16]([C:19]3[CH:20]=[C:21]4[NH:27][C:26]([NH:28][C:29]([O:31][CH2:32][C:33]5[CH:38]=[CH:37][CH:36]=[CH:35][CH:34]=5)=[O:30])=[N:25][C:22]4=[N:23][CH:24]=3)[CH:17]=[CH:18][C:7]=2[O:6]1)(C)C.[ClH:39]. Product: [ClH:39].[O:6]1[C:7]2[CH:18]=[CH:17][C:16]([C:19]3[CH:20]=[C:21]4[NH:27][C:26]([NH:28][C:29](=[O:30])[O:31][CH2:32][C:33]5[CH:34]=[CH:35][CH:36]=[CH:37][CH:38]=5)=[N:25][C:22]4=[N:23][CH:24]=3)=[CH:15][C:8]=2[CH2:9][NH:10][CH2:11][CH2:5]1. The catalyst class is: 71. (4) The catalyst class is: 420. Product: [CH3:13][O:12][C:9]1[CH:10]=[C:11]2[C:6](=[CH:7][C:8]=1[O:14][CH3:15])[N:5]=[CH:4][CH:3]=[C:2]2[O:19][C:18]1[CH:20]=[CH:21][CH:22]=[CH:23][C:17]=1[C:16]([O:25][CH2:26][CH2:27][CH:28]([CH3:29])[CH3:30])=[O:24]. Reactant: Cl[C:2]1[C:11]2[C:6](=[CH:7][C:8]([O:14][CH3:15])=[C:9]([O:12][CH3:13])[CH:10]=2)[N:5]=[CH:4][CH:3]=1.[C:16]([O:25][CH2:26][CH2:27][CH:28]([CH3:30])[CH3:29])(=[O:24])[C:17]1[C:18](=[CH:20][CH:21]=[CH:22][CH:23]=1)[OH:19]. (5) Reactant: [CH3:1][O:2][CH2:3][C:4]([CH:6]1[CH2:11][CH2:10][O:9][CH2:8][CH2:7]1)=[O:5].[BH4-].[Na+]. Product: [CH3:1][O:2][CH2:3][CH:4]([CH:6]1[CH2:11][CH2:10][O:9][CH2:8][CH2:7]1)[OH:5]. The catalyst class is: 5. (6) Reactant: [CH:1]([C:3]1[C:12]2[C:7](=[C:8]([Cl:13])[CH:9]=[CH:10][CH:11]=2)[CH:6]=[CH:5][C:4]=1[C:14]([C:16]1[CH:25]=[CH:24][C:23]2[C:18](=[CH:19][CH:20]=[CH:21][C:22]=2[Cl:26])[C:17]=1[CH:27]=[CH2:28])=[O:15])=[CH2:2].[NH:29]1[CH2:34][CH2:33][CH2:32][CH2:31][CH2:30]1. Product: [N:29]1([CH2:28][CH2:27][C:17]2[C:18]3[C:23](=[C:22]([Cl:26])[CH:21]=[CH:20][CH:19]=3)[CH:24]=[CH:25][C:16]=2[C:14]([C:4]2[CH:5]=[CH:6][C:7]3[C:12](=[CH:11][CH:10]=[CH:9][C:8]=3[Cl:13])[C:3]=2[CH2:1][CH2:2][N:29]2[CH2:34][CH2:33][CH2:32][CH2:31][CH2:30]2)=[O:15])[CH2:34][CH2:33][CH2:32][CH2:31][CH2:30]1. The catalyst class is: 4. (7) Reactant: [CH2:1]([O:3][C:4]([C:6]1([C:9]2[CH:14]=[CH:13][C:12]([C:15]3[CH:20]=[CH:19][C:18]([C:21]4[O:25][N:24]=[C:23]([CH3:26])[C:22]=4[CH2:27][CH2:28][OH:29])=[CH:17][CH:16]=3)=[CH:11][CH:10]=2)[CH2:8][CH2:7]1)=[O:5])[CH3:2].[H-].[Na+].[CH2:32](Br)[C:33]1[CH:38]=[CH:37][CH:36]=[CH:35][CH:34]=1. Product: [CH2:1]([O:3][C:4]([C:6]1([C:9]2[CH:10]=[CH:11][C:12]([C:15]3[CH:20]=[CH:19][C:18]([C:21]4[O:25][N:24]=[C:23]([CH3:26])[C:22]=4[CH2:27][CH2:28][O:29][CH2:32][C:33]4[CH:38]=[CH:37][CH:36]=[CH:35][CH:34]=4)=[CH:17][CH:16]=3)=[CH:13][CH:14]=2)[CH2:8][CH2:7]1)=[O:5])[CH3:2]. The catalyst class is: 3. (8) Reactant: [CH3:1][N+:2]#[C-:3].[Li]CCCC.CCCCCC.[CH3:15][C:16]([C:21]1[CH:26]=[CH:25][CH:24]=[CH:23][CH:22]=1)([CH3:20])[C:17](Cl)=[O:18].[Na+].[Cl-]. Product: [CH3:20][C:16]([C:17]1[O:18][CH:1]=[N:2][CH:3]=1)([C:21]1[CH:26]=[CH:25][CH:24]=[CH:23][CH:22]=1)[CH3:15]. The catalyst class is: 1.